Dataset: Full USPTO retrosynthesis dataset with 1.9M reactions from patents (1976-2016). Task: Predict the reactants needed to synthesize the given product. (1) The reactants are: [N:1]([CH3:4])=[C:2]=S.[Br:5][C:6]1[CH:11]=[C:10]([NH2:12])[C:9]([NH2:13])=[C:8]([CH3:14])[CH:7]=1.Cl.CN(C)CCCN=C=NCC. Given the product [Br:5][C:6]1[CH:7]=[C:8]([CH3:14])[C:9]2[NH:13][C:2]([NH:1][CH3:4])=[N:12][C:10]=2[CH:11]=1, predict the reactants needed to synthesize it. (2) Given the product [Cl:13][C:35]1[CH:29]=[C:30]([CH:32]=[CH:33][C:34]=1[CH3:36])[NH:31][C:41]([C:8]1[S:7][N:6]=[N:5][C:4]=1[CH:1]1[CH2:2][CH2:3]1)=[O:40], predict the reactants needed to synthesize it. The reactants are: [CH:1]1([C:4]2(C(O)=O)[CH2:8][S:7][N:6]=[N:5]2)[CH2:3][CH2:2]1.[I-].[Cl:13]C1C=CC=C[N+]=1C.C(N(CC)CC)C.Cl[C:29]1[CH:35]=[C:34]([CH3:36])[CH:33]=[CH:32][C:30]=1[NH2:31].C1[CH2:41][O:40]CC1.